Dataset: NCI-60 drug combinations with 297,098 pairs across 59 cell lines. Task: Regression. Given two drug SMILES strings and cell line genomic features, predict the synergy score measuring deviation from expected non-interaction effect. (1) Drug 1: CCCS(=O)(=O)NC1=C(C(=C(C=C1)F)C(=O)C2=CNC3=C2C=C(C=N3)C4=CC=C(C=C4)Cl)F. Drug 2: CC1C(C(=O)NC(C(=O)N2CCCC2C(=O)N(CC(=O)N(C(C(=O)O1)C(C)C)C)C)C(C)C)NC(=O)C3=C4C(=C(C=C3)C)OC5=C(C(=O)C(=C(C5=N4)C(=O)NC6C(OC(=O)C(N(C(=O)CN(C(=O)C7CCCN7C(=O)C(NC6=O)C(C)C)C)C)C(C)C)C)N)C. Cell line: HOP-92. Synergy scores: CSS=26.2, Synergy_ZIP=27.7, Synergy_Bliss=27.0, Synergy_Loewe=25.9, Synergy_HSA=25.4. (2) Drug 1: CC1C(C(CC(O1)OC2CC(CC3=C2C(=C4C(=C3O)C(=O)C5=C(C4=O)C(=CC=C5)OC)O)(C(=O)CO)O)N)O.Cl. Drug 2: CC(C)NC(=O)C1=CC=C(C=C1)CNNC.Cl. Cell line: HL-60(TB). Synergy scores: CSS=31.2, Synergy_ZIP=5.48, Synergy_Bliss=8.90, Synergy_Loewe=6.80, Synergy_HSA=11.3. (3) Drug 1: CS(=O)(=O)C1=CC(=C(C=C1)C(=O)NC2=CC(=C(C=C2)Cl)C3=CC=CC=N3)Cl. Drug 2: C1CN(CCN1C(=O)CCBr)C(=O)CCBr. Cell line: 786-0. Synergy scores: CSS=17.3, Synergy_ZIP=-4.37, Synergy_Bliss=2.50, Synergy_Loewe=2.90, Synergy_HSA=5.03. (4) Drug 1: C1C(C(OC1N2C=C(C(=O)NC2=O)F)CO)O. Drug 2: CN1C2=C(C=C(C=C2)N(CCCl)CCCl)N=C1CCCC(=O)O.Cl. Cell line: HCT-15. Synergy scores: CSS=24.2, Synergy_ZIP=-7.50, Synergy_Bliss=-5.31, Synergy_Loewe=-89.3, Synergy_HSA=-8.14. (5) Drug 1: CNC(=O)C1=CC=CC=C1SC2=CC3=C(C=C2)C(=NN3)C=CC4=CC=CC=N4. Drug 2: C#CCC(CC1=CN=C2C(=N1)C(=NC(=N2)N)N)C3=CC=C(C=C3)C(=O)NC(CCC(=O)O)C(=O)O. Cell line: SN12C. Synergy scores: CSS=10.6, Synergy_ZIP=-2.37, Synergy_Bliss=4.55, Synergy_Loewe=5.10, Synergy_HSA=5.28. (6) Drug 1: C1=CC(=CC=C1CC(C(=O)O)N)N(CCCl)CCCl.Cl. Drug 2: CC1CCC2CC(C(=CC=CC=CC(CC(C(=O)C(C(C(=CC(C(=O)CC(OC(=O)C3CCCCN3C(=O)C(=O)C1(O2)O)C(C)CC4CCC(C(C4)OC)O)C)C)O)OC)C)C)C)OC. Cell line: NCI-H460. Synergy scores: CSS=30.7, Synergy_ZIP=-3.00, Synergy_Bliss=-1.07, Synergy_Loewe=-7.34, Synergy_HSA=0.124. (7) Drug 1: CCC(=C(C1=CC=CC=C1)C2=CC=C(C=C2)OCCN(C)C)C3=CC=CC=C3.C(C(=O)O)C(CC(=O)O)(C(=O)O)O. Drug 2: C1=NC2=C(N=C(N=C2N1C3C(C(C(O3)CO)O)F)Cl)N. Cell line: HS 578T. Synergy scores: CSS=2.15, Synergy_ZIP=-4.61, Synergy_Bliss=-8.73, Synergy_Loewe=-6.62, Synergy_HSA=-5.66.